The task is: Predict the reactants needed to synthesize the given product.. This data is from Full USPTO retrosynthesis dataset with 1.9M reactions from patents (1976-2016). (1) Given the product [CH3:52][CH2:51][CH2:50][CH2:49][CH2:24][CH2:23][CH2:25][CH2:18][CH2:19][CH2:20][CH2:21][CH2:4][C:2]1[C:1]([S:29]([O-:33])(=[O:31])=[O:30])=[CH:43][CH:41]=[CH:42][CH:3]=1.[Na+:11], predict the reactants needed to synthesize it. The reactants are: [C:1](O)(=O)[C:2]([CH3:4])=[CH2:3].C(=O)([O-])[O-].[Na+:11].[Na+].C(O[CH2:18][CH2:19][CH2:20][CH3:21])(=O)C=C.C(OC)(=O)[C:23]([CH3:25])=[CH2:24].[S:29]([O:33][O:33][S:29]([O-])(=[O:31])=[O:30])([O-])(=[O:31])=[O:30].[NH4+].[NH4+].[C:41](OO)(C)([CH3:43])[CH3:42].C(O)[C@@H](O)[C@H:49]1O[C:52](=O)[C:51](O)=[C:50]1O.[OH-].[NH4+].CN1SC=CC1=O.CN1SC(Cl)=CC1=O. (2) Given the product [NH2:28][C:27]1[S:26][C:3]2[C:4]([C:24]#[N:25])=[C:5]([O:6][C:7]3[C:8]([Cl:21])=[CH:9][C:10]([F:20])=[C:11]([NH:13][C:14](=[O:19])[C:15]([F:16])([F:17])[F:18])[CH:12]=3)[CH:22]=[CH:23][C:2]=2[N:1]=1, predict the reactants needed to synthesize it. The reactants are: [NH2:1][C:2]1[CH:23]=[CH:22][C:5]([O:6][C:7]2[C:8]([Cl:21])=[CH:9][C:10]([F:20])=[C:11]([NH:13][C:14](=[O:19])[C:15]([F:18])([F:17])[F:16])[CH:12]=2)=[C:4]([C:24]#[N:25])[CH:3]=1.[S-:26][C:27]#[N:28].[K+].BrBr. (3) The reactants are: [Cl:1][CH2:2][C:3]1[N:4]=[C:5]2[S:12][CH:11]=[C:10]([CH2:13][OH:14])[N:6]2[C:7](=[O:9])[CH:8]=1.[Cr](Cl)([O-])(=O)=O.[NH+]1C=CC=CC=1. Given the product [Cl:1][CH2:2][C:3]1[N:4]=[C:5]2[S:12][CH:11]=[C:10]([CH:13]=[O:14])[N:6]2[C:7](=[O:9])[CH:8]=1, predict the reactants needed to synthesize it. (4) Given the product [ClH:6].[CH2:1]([O:3][C:4](=[O:5])[NH:22][CH2:21][C:17]1[CH:18]=[N:19][CH:20]=[C:15]([C:14]#[C:13][C:7]2[CH:12]=[CH:11][CH:10]=[CH:9][CH:8]=2)[CH:16]=1)[CH3:2], predict the reactants needed to synthesize it. The reactants are: [CH2:1]([O:3][C:4]([Cl:6])=[O:5])[CH3:2].[C:7]1([C:13]#[C:14][C:15]2[CH:16]=[C:17]([CH2:21][NH2:22])[CH:18]=[N:19][CH:20]=2)[CH:12]=[CH:11][CH:10]=[CH:9][CH:8]=1.C(N(CC)CC)C.